The task is: Predict which catalyst facilitates the given reaction.. This data is from Catalyst prediction with 721,799 reactions and 888 catalyst types from USPTO. Reactant: [Br:1][C:2]1[CH:7]=[CH:6][C:5]([C:8]2[N:9]=[C:10](O)[C:11]3[CH2:16][CH2:15][CH2:14][C:12]=3[N:13]=2)=[CH:4][CH:3]=1.O=P(Cl)(Cl)[Cl:20].C(=O)([O-])[O-].[Na+].[Na+].C(=O)([O-])O.[Na+]. Product: [Br:1][C:2]1[CH:7]=[CH:6][C:5]([C:8]2[N:9]=[C:10]([Cl:20])[C:11]3[CH2:16][CH2:15][CH2:14][C:12]=3[N:13]=2)=[CH:4][CH:3]=1. The catalyst class is: 6.